Task: Predict the reactants needed to synthesize the given product.. Dataset: Full USPTO retrosynthesis dataset with 1.9M reactions from patents (1976-2016) (1) Given the product [OH:35][C:23]1[C:22](=[O:21])[N:12]([C:13]2[S:14][C:15]([CH3:18])=[N:16][N:17]=2)[CH:8]([C:7]2[CH:10]=[CH:11][C:4]([C:1]([OH:3])=[O:2])=[CH:5][CH:6]=2)[C:24]=1[C:25](=[O:26])[C:27]1[CH:28]=[CH:29][C:30]([O:33][CH3:34])=[CH:31][CH:32]=1, predict the reactants needed to synthesize it. The reactants are: [C:1]([C:4]1[CH:11]=[CH:10][C:7]([CH:8]=O)=[CH:6][CH:5]=1)([OH:3])=[O:2].[NH2:12][C:13]1[S:14][C:15]([CH3:18])=[N:16][N:17]=1.C([O:21][C:22](=O)[C:23]([OH:35])=[CH:24][C:25]([C:27]1[CH:32]=[CH:31][C:30]([O:33][CH3:34])=[CH:29][CH:28]=1)=[O:26])C. (2) The reactants are: [CH2:1]([O:3][C:4]([CH2:6][CH2:7][NH:8][C:9](=[O:20])[NH:10][C:11]1[CH:12]=[C:13]([CH:17]=[CH:18][CH:19]=1)[C:14]([OH:16])=O)=[O:5])[CH3:2].Cl.[NH:22]1[C:26]2([CH2:31][CH2:30][NH:29][CH2:28][CH2:27]2)[CH2:25][NH:24]/[C:23]/1=[N:32]\[C:33]([C:35]1[C:40]([NH2:41])=[N:39][C:38]([NH2:42])=[C:37]([Cl:43])[N:36]=1)=[O:34]. Given the product [CH2:1]([O:3][C:4](=[O:5])[CH2:6][CH2:7][NH:8][C:9]([NH:10][C:11]1[CH:19]=[CH:18][CH:17]=[C:13]([C:14]([N:29]2[CH2:30][CH2:31][C:26]3([NH:22]/[C:23](=[N:32]/[C:33]([C:35]4[C:40]([NH2:41])=[N:39][C:38]([NH2:42])=[C:37]([Cl:43])[N:36]=4)=[O:34])/[NH:24][CH2:25]3)[CH2:27][CH2:28]2)=[O:16])[CH:12]=1)=[O:20])[CH3:2], predict the reactants needed to synthesize it. (3) Given the product [C:22]1([S:28]([CH2:30][CH2:31][N:7]2[C:8]3[CH:9]=[CH:10][CH:11]=[CH:12][C:13]=3[C:14]3[CH2:1][CH2:2][N:3]([C:15]([O:17][C:18]([CH3:21])([CH3:20])[CH3:19])=[O:16])[CH2:4][CH2:5][C:6]2=3)=[O:29])[CH:27]=[CH:26][CH:25]=[CH:24][CH:23]=1, predict the reactants needed to synthesize it. The reactants are: [CH2:1]1[C:14]2[C:13]3[CH:12]=[CH:11][CH:10]=[CH:9][C:8]=3[NH:7][C:6]=2[CH2:5][CH2:4][N:3]([C:15]([O:17][C:18]([CH3:21])([CH3:20])[CH3:19])=[O:16])[CH2:2]1.[C:22]1([S:28]([CH2:30][CH2:31]Cl)=[O:29])[CH:27]=[CH:26][CH:25]=[CH:24][CH:23]=1.[H-].[Na+]. (4) Given the product [CH3:1][C:2]1[S:7](=[O:9])(=[O:8])[C:6]2[CH:10]=[CH:11][CH:12]=[CH:13][C:5]=2[O:4][C:3]=1[C:14]1[CH:15]=[CH:16][C:17]([O:20][CH2:22][CH2:23][CH2:24][N:25]2[CH2:29][CH2:28][CH2:27][CH2:26]2)=[CH:18][CH:19]=1, predict the reactants needed to synthesize it. The reactants are: [CH3:1][C:2]1[S:7](=[O:9])(=[O:8])[C:6]2[CH:10]=[CH:11][CH:12]=[CH:13][C:5]=2[O:4][C:3]=1[C:14]1[CH:19]=[CH:18][C:17]([OH:20])=[CH:16][CH:15]=1.O[CH2:22][CH2:23][CH2:24][N:25]1[CH2:29][CH2:28][CH2:27][CH2:26]1. (5) Given the product [CH2:1]([O:5][C:6](=[O:15])[NH:7][C@H:8]1[CH2:9][CH2:10][C@@H:11]([NH2:14])[CH2:12][CH2:13]1)[C:4]1[CH:32]=[CH:33][CH:28]=[CH:29][CH:30]=1, predict the reactants needed to synthesize it. The reactants are: [C:1]([O:5][C:6](=[O:15])[NH:7][C@H:8]1[CH2:13][CH2:12][C@@H:11]([NH2:14])[CH2:10][CH2:9]1)([CH3:4])(C)C.CCN(CC)CC.ClC(OC[C:28]1[CH:33]=[CH:32]C=[CH:30][CH:29]=1)=O.Cl. (6) Given the product [OH:8][N:9]([CH2:12][C@H:13]([C:14]([N:39]1[CH2:40][CH2:41][CH2:42][C@H:38]1[C:36]1[NH:35][C:34]2[CH:43]=[C:30]([S:27]([N:21]3[CH2:26][CH2:25][O:24][CH2:23][CH2:22]3)(=[O:28])=[O:29])[CH:31]=[CH:32][C:33]=2[N:37]=1)=[O:15])[CH2:17][CH2:18][CH2:19][CH3:20])[CH:10]=[O:11], predict the reactants needed to synthesize it. The reactants are: C([O:8][N:9]([CH2:12][C@@H:13]([CH2:17][CH2:18][CH2:19][CH3:20])[C:14](O)=[O:15])[CH:10]=[O:11])C1C=CC=CC=1.[N:21]1([S:27]([C:30]2[CH:31]=[CH:32][C:33]3[N:37]=[C:36]([C@@H:38]4[CH2:42][CH2:41][CH2:40][NH:39]4)[NH:35][C:34]=3[CH:43]=2)(=[O:29])=[O:28])[CH2:26][CH2:25][O:24][CH2:23][CH2:22]1. (7) Given the product [CH2:39]([N:38]([CH2:37][CH2:36][O:35][CH3:34])[C:2]1[CH:27]=[CH:26][C:5]([C:6]([NH:8][C:9]2[S:10][C:11]3[C:17]([N:18]4[CH2:23][CH2:22][O:21][CH2:20][CH2:19]4)=[CH:16][CH:15]=[C:14]([O:24][CH3:25])[C:12]=3[N:13]=2)=[O:7])=[CH:4][N:3]=1)[CH3:40], predict the reactants needed to synthesize it. The reactants are: Cl[C:2]1[CH:27]=[CH:26][C:5]([C:6]([NH:8][C:9]2[S:10][C:11]3[C:17]([N:18]4[CH2:23][CH2:22][O:21][CH2:20][CH2:19]4)=[CH:16][CH:15]=[C:14]([O:24][CH3:25])[C:12]=3[N:13]=2)=[O:7])=[CH:4][N:3]=1.C(=O)([O-])[O-].[Cs+].[Cs+].[CH3:34][O:35][CH2:36][CH2:37][NH:38][CH2:39][CH3:40].